From a dataset of Catalyst prediction with 721,799 reactions and 888 catalyst types from USPTO. Predict which catalyst facilitates the given reaction. Reactant: Br[C:2]1[CH:16]=[CH:15][C:14]([C:17]([F:20])([F:19])[F:18])=[CH:13][C:3]=1[CH2:4][O:5][Si:6]([C:9]([CH3:12])([CH3:11])[CH3:10])([CH3:8])[CH3:7].C([Li])CCC.[C:26]1(=[O:32])[CH2:31][CH2:30][CH2:29][CH2:28][CH2:27]1. Product: [Si:6]([O:5][CH2:4][C:3]1[CH:13]=[C:14]([C:17]([F:20])([F:19])[F:18])[CH:15]=[CH:16][C:2]=1[C:26]1([OH:32])[CH2:31][CH2:30][CH2:29][CH2:28][CH2:27]1)([C:9]([CH3:12])([CH3:11])[CH3:10])([CH3:8])[CH3:7]. The catalyst class is: 7.